This data is from Forward reaction prediction with 1.9M reactions from USPTO patents (1976-2016). The task is: Predict the product of the given reaction. (1) Given the reactants [CH3:1][C@@H:2]1[O:7][C@H:6]([CH3:8])[CH2:5][N:4]([C:9]2[C:16]([F:17])=[CH:15][C:14]([C:18]#[CH:19])=[CH:13][C:10]=2[CH:11]=[O:12])[CH2:3]1.Br[C:21]1[S:22][C:23]2[CH:29]=[CH:28][CH:27]=[CH:26][C:24]=2[N:25]=1, predict the reaction product. The product is: [S:22]1[C:23]2[CH:29]=[CH:28][CH:27]=[CH:26][C:24]=2[N:25]=[C:21]1[C:19]#[C:18][C:14]1[CH:15]=[C:16]([F:17])[C:9]([N:4]2[CH2:5][C@H:6]([CH3:8])[O:7][C@H:2]([CH3:1])[CH2:3]2)=[C:10]([CH:13]=1)[CH:11]=[O:12]. (2) Given the reactants BrC1C=C(C=CC=1)[CH2:5][N:6]([C@@H:24]1[C:33]2[C:28](=[CH:29][CH:30]=[CH:31][CH:32]=2)[CH2:27][CH2:26][CH2:25]1)[C:7]([C:9]1[CH:14]=[C:13]([C:15]([OH:17])=[O:16])[C:12]([C:18]([OH:20])=[O:19])=[CH:11][C:10]=1[C:21]([OH:23])=[O:22])=[O:8].[S:37]1[CH:41]=[CH:40][CH:39]=[C:38]1[C:42]1[CH:43]=[C:44](B(O)O)[CH:45]=[CH:46][CH:47]=1, predict the reaction product. The product is: [C@@H:24]1([N:6]([CH2:5][C:44]2[CH:45]=[CH:46][CH:47]=[C:42]([C:38]3[S:37][CH:41]=[CH:40][CH:39]=3)[CH:43]=2)[C:7]([C:9]2[CH:14]=[C:13]([C:15]([OH:17])=[O:16])[C:12]([C:18]([OH:20])=[O:19])=[CH:11][C:10]=2[C:21]([OH:23])=[O:22])=[O:8])[C:33]2[C:28](=[CH:29][CH:30]=[CH:31][CH:32]=2)[CH2:27][CH2:26][CH2:25]1. (3) Given the reactants Cl[C:2]1[C:11]2[C:6](=[CH:7][C:8]([O:14][CH2:15][C@@H:16]3[CH2:21][CH2:20][CH2:19][N:18](C(OC(C)(C)C)=O)[CH2:17]3)=[C:9]([O:12][CH3:13])[CH:10]=2)[N:5]=[CH:4][N:3]=1.[Cl:29][C:30]1[CH:36]=[CH:35][C:33]([NH2:34])=[C:32]([F:37])[CH:31]=1.Cl, predict the reaction product. The product is: [NH3:3].[Cl:29][C:30]1[CH:36]=[CH:35][C:33]([NH:34][C:2]2[C:11]3[C:6](=[CH:7][C:8]([O:14][CH2:15][C@@H:16]4[CH2:21][CH2:20][CH2:19][NH:18][CH2:17]4)=[C:9]([O:12][CH3:13])[CH:10]=3)[N:5]=[CH:4][N:3]=2)=[C:32]([F:37])[CH:31]=1. (4) Given the reactants [CH3:1][S:2]([C:5]1[CH:13]=[C:12]2[C:8]([C:9]([S:16][C:17]3[CH:22]=[CH:21][CH:20]=[CH:19][CH:18]=3)=[C:10]([CH2:14][OH:15])[NH:11]2)=[CH:7][CH:6]=1)(=[O:4])=[O:3].CS(C)=O.C(Cl)(=O)C([Cl:30])=O.C(N(CC)CC)C, predict the reaction product. The product is: [Cl:30][C:18]1[CH:19]=[CH:20][CH:21]=[CH:22][C:17]=1[S:16][C:9]1[C:8]2[C:12](=[CH:13][C:5]([S:2]([CH3:1])(=[O:3])=[O:4])=[CH:6][CH:7]=2)[NH:11][C:10]=1[CH:14]=[O:15]. (5) Given the reactants [C:1]([C:5]1[CH:10]=[CH:9][C:8]([OH:11])=[C:7]([N+:12]([O-:14])=[O:13])[CH:6]=1)([CH3:4])([CH3:3])[CH3:2].C(N(CC)CC)C.[F:22][C:23]([F:29])([F:28])[S:24](Cl)(=[O:26])=[O:25].[Cl-].[NH4+], predict the reaction product. The product is: [C:1]([C:5]1[CH:10]=[CH:9][C:8]([O:11][S:24]([C:23]([F:29])([F:28])[F:22])(=[O:26])=[O:25])=[C:7]([N+:12]([O-:14])=[O:13])[CH:6]=1)([CH3:4])([CH3:2])[CH3:3]. (6) Given the reactants [C:1]([O:9][C@@H:10]1[C:14]([CH2:21][O:22][S:23]([CH3:26])(=[O:25])=[O:24])([CH2:15][O:16][S:17]([CH3:20])(=[O:19])=[O:18])[O:13][C@@H:12]([N:27]2[CH:35]=[C:33]([CH3:34])[C:31](=[O:32])[NH:30][C:28]2=[O:29])[C@H:11]1[OH:36])(=[O:8])[C:2]1[CH:7]=[CH:6][CH:5]=[CH:4][CH:3]=1.N1C=CC=CC=1.[F:43][C:44]([F:57])([F:56])[S:45](O[S:45]([C:44]([F:57])([F:56])[F:43])(=[O:47])=[O:46])(=[O:47])=[O:46], predict the reaction product. The product is: [C:1]([O:9][C@@H:10]1[C:14]([CH2:15][O:16][S:17]([CH3:20])(=[O:19])=[O:18])([CH2:21][O:22][S:23]([CH3:26])(=[O:24])=[O:25])[O:13][C@@H:12]([N:27]2[CH:35]=[C:33]([CH3:34])[C:31](=[O:32])[NH:30][C:28]2=[O:29])[C@H:11]1[O:36][S:45]([C:44]([F:57])([F:56])[F:43])(=[O:47])=[O:46])(=[O:8])[C:2]1[CH:3]=[CH:4][CH:5]=[CH:6][CH:7]=1. (7) Given the reactants FC(F)(F)C(O)=O.[Cl:8][C:9]1[C:10]([F:39])=[C:11]([CH:15]2[C:19]([C:22]3[CH:27]=[CH:26][C:25]([Cl:28])=[CH:24][C:23]=3[F:29])([C:20]#[N:21])[CH:18]([CH2:30][C:31]([CH3:35])([CH3:34])[CH2:32][OH:33])[NH:17][CH:16]2[C:36]([OH:38])=O)[CH:12]=[CH:13][CH:14]=1.CC1(C)[O:45][C@@H:44]([CH2:46][CH2:47][NH2:48])[C:43]([CH3:50])([CH3:49])[O:42]1.CN(C(ON1N=NC2C=CC=NC1=2)=[N+](C)C)C.F[P-](F)(F)(F)(F)F.CCN(C(C)C)C(C)C.Cl, predict the reaction product. The product is: [OH:45][C@H:44]([C:43]([OH:42])([CH3:50])[CH3:49])[CH2:46][CH2:47][NH:48][C:36]([CH:16]1[CH:15]([C:11]2[CH:12]=[CH:13][CH:14]=[C:9]([Cl:8])[C:10]=2[F:39])[C:19]([C:22]2[CH:27]=[CH:26][C:25]([Cl:28])=[CH:24][C:23]=2[F:29])([C:20]#[N:21])[CH:18]([CH2:30][C:31]([CH3:34])([CH3:35])[CH2:32][OH:33])[NH:17]1)=[O:38]. (8) Given the reactants [Br:1][C:2]1[CH:29]=[CH:28][C:27]([F:30])=[CH:26][C:3]=1[O:4][CH:5]1[CH2:10][CH2:9][N:8]([C:11]2[N:12]=[CH:13][C:14]3[N:19]=[N:18][N:17]([CH2:20][C:21]([O:23]CC)=[O:22])[C:15]=3[N:16]=2)[CH2:7][CH2:6]1.[OH-].[Na+], predict the reaction product. The product is: [Br:1][C:2]1[CH:29]=[CH:28][C:27]([F:30])=[CH:26][C:3]=1[O:4][CH:5]1[CH2:10][CH2:9][N:8]([C:11]2[N:12]=[CH:13][C:14]3[N:19]=[N:18][N:17]([CH2:20][C:21]([OH:23])=[O:22])[C:15]=3[N:16]=2)[CH2:7][CH2:6]1. (9) Given the reactants [C:1]([O:5][C:6](=[O:34])[CH2:7][C@H:8]([NH:12][S:13]([C:16]1[CH:21]=[CH:20][C:19]([NH:22][C:23](=[O:25])[CH3:24])=[CH:18][C:17]=1[O:26]CC1C=CC=CC=1)(=[O:15])=[O:14])[C:9]([NH2:11])=[O:10])([CH3:4])([CH3:3])[CH3:2], predict the reaction product. The product is: [C:1]([O:5][C:6](=[O:34])[CH2:7][C@H:8]([NH:12][S:13]([C:16]1[CH:21]=[CH:20][C:19]([NH:22][C:23](=[O:25])[CH3:24])=[CH:18][C:17]=1[OH:26])(=[O:15])=[O:14])[C:9]([NH2:11])=[O:10])([CH3:4])([CH3:2])[CH3:3]. (10) Given the reactants Cl[C:2]1[C:7]([O:8][CH3:9])=[CH:6][C:5]([N+:10]([O-:12])=[O:11])=[CH:4][N:3]=1.[CH3:13][O:14][C:15](=[O:38])[CH2:16][CH:17]1[CH2:22][CH2:21][CH:20]([C:23]2[CH:28]=[CH:27][C:26](B3OC(C)(C)C(C)(C)O3)=[CH:25][CH:24]=2)[CH2:19][CH2:18]1.C(=O)([O-])[O-].[K+].[K+], predict the reaction product. The product is: [CH3:13][O:14][C:15](=[O:38])[CH2:16][CH:17]1[CH2:18][CH2:19][CH:20]([C:23]2[CH:24]=[CH:25][C:26]([C:2]3[C:7]([O:8][CH3:9])=[CH:6][C:5]([N+:10]([O-:12])=[O:11])=[CH:4][N:3]=3)=[CH:27][CH:28]=2)[CH2:21][CH2:22]1.